Task: Regression/Classification. Given a drug SMILES string, predict its absorption, distribution, metabolism, or excretion properties. Task type varies by dataset: regression for continuous measurements (e.g., permeability, clearance, half-life) or binary classification for categorical outcomes (e.g., BBB penetration, CYP inhibition). For this dataset (solubility_aqsoldb), we predict Y.. Dataset: Aqueous solubility values for 9,982 compounds from the AqSolDB database (1) The compound is CC(=O)C1(C)CO1. The Y is 0.380 log mol/L. (2) The molecule is Clc1ccc2c(c1)Oc1cc(Cl)c(Cl)c(Cl)c1O2. The Y is -8.87 log mol/L. (3) The molecule is CC(C)(C)C(O)C(Oc1ccc(Cl)cc1)n1cncn1. The Y is -3.39 log mol/L. (4) The compound is CCN(c1ccccc1)c1nc(Cl)nc(Nc2cc(S(=O)(=O)[O-])cc3c2C(=O)/C(=N/Nc2ccc(C)cc2S(=O)(=O)[O-])C(S(=O)(=O)[O-])=C3)n1.[Na+].[Na+].[Na+]. The Y is -0.800 log mol/L.